Dataset: Forward reaction prediction with 1.9M reactions from USPTO patents (1976-2016). Task: Predict the product of the given reaction. (1) Given the reactants [S:1]1[C:5]2[CH2:6][C:7]3[CH:8]=[CH:9][CH:10]=[CH:11][C:12]=3[C:4]=2[N:3]=[C:2]1[NH2:13].C(=O)([O-])[O-].[K+].[K+].[CH3:20][N:21]1[C:25]([C:26](Cl)=[O:27])=[CH:24][CH:23]=[N:22]1, predict the reaction product. The product is: [S:1]1[C:5]2[CH2:6][C:7]3[CH:8]=[CH:9][CH:10]=[CH:11][C:12]=3[C:4]=2[N:3]=[C:2]1[NH:13][C:26]([C:25]1[N:21]([CH3:20])[N:22]=[CH:23][CH:24]=1)=[O:27]. (2) Given the reactants [OH:1][C:2]1[C:3]2[O:10][CH:9]=[C:8]([CH:11]3[CH2:16][CH2:15][N:14]([C:17]([O:19][C:20]([CH3:23])([CH3:22])[CH3:21])=[O:18])[CH2:13][CH2:12]3)[C:4]=2[N:5]=[CH:6][N:7]=1.F[P-](F)(F)(F)(F)F.[N:31]1(O[P+](N2CCCC2)(N2CCCC2)N2CCCC2)[C:35]2[CH:36]=[CH:37][CH:38]=[CH:39][C:34]=2[N:33]=[N:32]1.N12CCCN=C1CCCCC2.O, predict the reaction product. The product is: [N:31]1([O:1][C:2]2[C:3]3[O:10][CH:9]=[C:8]([CH:11]4[CH2:12][CH2:13][N:14]([C:17]([O:19][C:20]([CH3:23])([CH3:22])[CH3:21])=[O:18])[CH2:15][CH2:16]4)[C:4]=3[N:5]=[CH:6][N:7]=2)[C:35]2[CH:36]=[CH:37][CH:38]=[CH:39][C:34]=2[N:33]=[N:32]1. (3) Given the reactants [C:1]([C:3]1[CH:8]=[CH:7][C:6](B(O)O)=[CH:5][CH:4]=1)#[N:2].Br[C:13]1[CH:14]=[N:15][CH:16]=[CH:17][C:18]=1[S:19][C:20]([CH3:27])([CH3:26])[C:21]([O:23][CH2:24][CH3:25])=[O:22].C(#N)C.C(=O)([O-])[O-].[Na+].[Na+], predict the reaction product. The product is: [C:1]([C:3]1[CH:8]=[CH:7][C:6]([C:17]2[CH:16]=[N:15][CH:14]=[CH:13][C:18]=2[S:19][C:20]([CH3:26])([CH3:27])[C:21]([O:23][CH2:24][CH3:25])=[O:22])=[CH:5][CH:4]=1)#[N:2].